The task is: Predict the reactants needed to synthesize the given product.. This data is from Full USPTO retrosynthesis dataset with 1.9M reactions from patents (1976-2016). (1) Given the product [F:1][C:2]1[CH:7]=[CH:6][C:5]([N:8]2[C:16]3[C:11](=[CH:12][C:13]([C:17]4([C:23]([CH3:29])([CH3:28])[C:24]([OH:26])=[O:25])[CH2:22][CH2:21][O:20][CH2:19][CH2:18]4)=[CH:14][CH:15]=3)[CH:10]=[N:9]2)=[CH:4][CH:3]=1, predict the reactants needed to synthesize it. The reactants are: [F:1][C:2]1[CH:7]=[CH:6][C:5]([N:8]2[C:16]3[C:11](=[CH:12][C:13]([C:17]4([C:23]([CH3:29])([CH3:28])[C:24]([O:26]C)=[O:25])[CH2:22][CH2:21][O:20][CH2:19][CH2:18]4)=[CH:14][CH:15]=3)[CH:10]=[N:9]2)=[CH:4][CH:3]=1.[C-]#N.[K+].[Li+].[I-]. (2) The reactants are: Br[C:2]1[CH:7]=[CH:6][CH:5]=[CH:4][C:3]=1[C:8]1[NH:12][C:11]([CH3:13])=[C:10]([C:14]([NH2:16])=[O:15])[CH:9]=1.[CH2:17]([C:24]1[CH:29]=[CH:28][C:27]([OH:30])=[CH:26][CH:25]=1)[C:18]1[CH:23]=[CH:22][CH:21]=[CH:20][CH:19]=1.N1C=CC=CC=1C(O)=O.P([O-])([O-])([O-])=O.[K+].[K+].[K+]. Given the product [CH2:17]([C:24]1[CH:25]=[CH:26][C:27]([O:30][C:2]2[CH:7]=[CH:6][CH:5]=[CH:4][C:3]=2[C:8]2[NH:12][C:11]([CH3:13])=[C:10]([C:14]([NH2:16])=[O:15])[CH:9]=2)=[CH:28][CH:29]=1)[C:18]1[CH:19]=[CH:20][CH:21]=[CH:22][CH:23]=1, predict the reactants needed to synthesize it. (3) Given the product [Cl:3][C:4]1[C:5]([F:12])=[CH:6][CH:7]=[C:8]([CH2:10][O:11][CH3:14])[N:9]=1, predict the reactants needed to synthesize it. The reactants are: [H-].[Na+].[Cl:3][C:4]1[N:9]=[C:8]([CH2:10][OH:11])[CH:7]=[CH:6][C:5]=1[F:12].I[CH3:14].